From a dataset of Reaction yield outcomes from USPTO patents with 853,638 reactions. Predict the reaction yield, written as a fraction of the theoretical maximum amount of product (1.0 means a 100% yield; for example, 0.34 means a 34% yield). (1) The reactants are [C:1]([O:5][C:6]([NH:8][C@@H:9]([CH3:23])[CH2:10][N:11]1[C:19]2[C:14](=[CH:15][CH:16]=[C:17]3[O:22][CH2:21][CH2:20][C:18]3=2)[CH:13]=[CH:12]1)=[O:7])([CH3:4])([CH3:3])[CH3:2].C([BH3-])#N.[Na+].[OH-].[NH4+]. The catalyst is C(O)(=O)C. The product is [C:1]([O:5][C:6]([NH:8][C@@H:9]([CH3:23])[CH2:10][N:11]1[C:19]2[C:14](=[CH:15][CH:16]=[C:17]3[O:22][CH2:21][CH2:20][C:18]3=2)[CH2:13][CH2:12]1)=[O:7])([CH3:4])([CH3:2])[CH3:3]. The yield is 0.720. (2) The reactants are [NH2:1][C:2]1[N:7]=[CH:6][N:5]=[C:4]2[N:8]([C@H:18]3[CH2:23][CH2:22][C@@H:21]([N:24]4[CH2:29][CH2:28][N:27]([CH3:30])[CH2:26][CH2:25]4)[CH2:20][CH2:19]3)[N:9]=[C:10]([C:11]3[CH:16]=[CH:15][C:14]([OH:17])=[CH:13][CH:12]=3)[C:3]=12.[Cl:31][C:32]1[C:37]([Cl:38])=[CH:36][CH:35]=[CH:34][C:33]=1[S:39](Cl)(=[O:41])=[O:40].C(N(CC)CC)C. The catalyst is ClCCl. The product is [Cl:31][C:32]1[C:37]([Cl:38])=[CH:36][CH:35]=[CH:34][C:33]=1[S:39]([O:17][C:14]1[CH:15]=[CH:16][C:11]([C:10]2[C:3]3[C:4](=[N:5][CH:6]=[N:7][C:2]=3[NH2:1])[N:8]([C@H:18]3[CH2:23][CH2:22][C@@H:21]([N:24]4[CH2:25][CH2:26][N:27]([CH3:30])[CH2:28][CH2:29]4)[CH2:20][CH2:19]3)[N:9]=2)=[CH:12][CH:13]=1)(=[O:41])=[O:40]. The yield is 0.900. (3) The reactants are [CH3:1][N:2]([S:21]([C:24]1[S:25][CH:26]=[CH:27][CH:28]=1)(=[O:23])=[O:22])[C:3]1[CH:4]=[CH:5][CH:6]=[C:7]2[C:11]=1[NH:10][C:9]([C:12]1[S:13][CH:14]([CH2:17][C:18]([OH:20])=O)[CH2:15][N:16]=1)=[CH:8]2.N1(O)C2C=CC=CC=2N=N1.Cl.CN(C)CCCN=C=NCC.C(N(C(C)C)C(C)C)C.[NH:60]1[CH2:65][CH2:64][O:63][CH2:62][CH2:61]1. The catalyst is CN(C)C=O.O. The product is [CH3:1][N:2]([C:3]1[CH:4]=[CH:5][CH:6]=[C:7]2[C:11]=1[NH:10][C:9]([C:12]1[S:13][CH:14]([CH2:17][C:18]([N:60]3[CH2:65][CH2:64][O:63][CH2:62][CH2:61]3)=[O:20])[CH2:15][N:16]=1)=[CH:8]2)[S:21]([C:24]1[S:25][CH:26]=[CH:27][CH:28]=1)(=[O:22])=[O:23]. The yield is 0.570.